This data is from Forward reaction prediction with 1.9M reactions from USPTO patents (1976-2016). The task is: Predict the product of the given reaction. (1) Given the reactants CC1(C)C(C)(C)OB(C2[C:10]([NH:15][C:16](=O)OC(C)(C)C)=[N:11][CH:12]=[CH:13][CH:14]=2)O1.BrC1C=CC=CC=1C#[N:28].C(=O)([O-])[O-].[Na+].[Na+].[C:39]1([CH3:45])[CH:44]=[CH:43][CH:42]=[CH:41][CH:40]=1.C(O)C, predict the reaction product. The product is: [CH:14]1[CH:13]=[CH:12][N:11]=[C:10]2[C:45]=1[C:39]1[CH:44]=[CH:43][CH:42]=[CH:41][C:40]=1[C:16]([NH2:28])=[N:15]2. (2) Given the reactants [C:1]([O:5][C:6]([NH:8][CH2:9][CH2:10][C@H:11]([NH:16][C:17]([C:19]1[C:20](=[O:38])[N:21]([CH:25]([C:32]2[CH:37]=[CH:36][CH:35]=[CH:34][CH:33]=2)[C:26]2[CH:31]=[CH:30][CH:29]=[CH:28][CH:27]=2)[CH:22]=[CH:23][CH:24]=1)=[O:18])[C:12]([O:14]C)=[O:13])=[O:7])([CH3:4])([CH3:3])[CH3:2], predict the reaction product. The product is: [C:1]([O:5][C:6]([NH:8][CH2:9][CH2:10][C@H:11]([NH:16][C:17]([C:19]1[C:20](=[O:38])[N:21]([CH:25]([C:26]2[CH:27]=[CH:28][CH:29]=[CH:30][CH:31]=2)[C:32]2[CH:37]=[CH:36][CH:35]=[CH:34][CH:33]=2)[CH:22]=[CH:23][CH:24]=1)=[O:18])[C:12]([OH:14])=[O:13])=[O:7])([CH3:4])([CH3:2])[CH3:3]. (3) Given the reactants NN.[OH-:3].[Na+].[C:5]1([C:11]([N:24]=[C:25]=O)(C2C=CC=CC=2)C2C=CC=CC=2)C=[CH:9][CH:8]=[CH:7][CH:6]=1, predict the reaction product. The product is: [CH3:25][N:24]1[CH2:11][CH2:5][CH2:6][CH2:7][C@@H:8]1[CH2:9][OH:3]. (4) Given the reactants [CH2:1]([N:8](C)[C:9]1[C:14]([CH2:15][CH2:16][OH:17])=[CH:13][C:12]([N:18]2[CH2:22][C@H:21]([CH2:23][NH:24][C:25](=[O:31])[O:26][C:27]([CH3:30])([CH3:29])[CH3:28])[O:20][C:19]2=[O:32])=[CH:11][C:10]=1[F:33])C1C=CC=CC=1, predict the reaction product. The product is: [F:33][C:10]1[CH:11]=[C:12]([N:18]2[CH2:22][C@H:21]([CH2:23][NH:24][C:25](=[O:31])[O:26][C:27]([CH3:28])([CH3:29])[CH3:30])[O:20][C:19]2=[O:32])[CH:13]=[C:14]([CH2:15][CH2:16][OH:17])[C:9]=1[NH:8][CH3:1]. (5) Given the reactants [F:1][C:2]1[C:10]2[C:5](=[CH:6][CH:7]=[C:8](B3OC(C)(C)C(C)(C)O3)[CH:9]=2)[NH:4][N:3]=1.Br[C:21]1[CH:22]=[C:23]([NH:27][CH:28]([C:32]2[CH:37]=[CH:36][CH:35]=[CH:34][CH:33]=2)[C:29]([NH2:31])=[O:30])[CH:24]=[N:25][CH:26]=1.C([O-])([O-])=O.[K+].[K+], predict the reaction product. The product is: [F:1][C:2]1[C:10]2[C:5](=[CH:6][CH:7]=[C:8]([C:21]3[CH:22]=[C:23]([NH:27][CH:28]([C:32]4[CH:37]=[CH:36][CH:35]=[CH:34][CH:33]=4)[C:29]([NH2:31])=[O:30])[CH:24]=[N:25][CH:26]=3)[CH:9]=2)[NH:4][N:3]=1. (6) Given the reactants [C:1]1([C@H:7]2[C@@H:11]([C:12]3[CH:17]=[CH:16][CH:15]=[CH:14][CH:13]=3)[NH:10][C:9](=[S:18])[NH:8]2)[CH:6]=[CH:5][CH:4]=[CH:3][CH:2]=1.[Cl:19][C:20]1[CH:27]=[C:26]([F:28])[CH:25]=[CH:24][C:21]=1[CH2:22]Cl, predict the reaction product. The product is: [ClH:19].[Cl:19][C:20]1[CH:27]=[C:26]([F:28])[CH:25]=[CH:24][C:21]=1[CH2:22][S:18][C:9]1[NH:8][C@H:7]([C:1]2[CH:2]=[CH:3][CH:4]=[CH:5][CH:6]=2)[C@H:11]([C:12]2[CH:13]=[CH:14][CH:15]=[CH:16][CH:17]=2)[N:10]=1. (7) Given the reactants [C:1]([CH:4]1[C:13]2[C:8](=[CH:9][CH:10]=[C:11]([O:14][CH3:15])[CH:12]=2)[C:7](=O)[O:6]C1=O)(=O)[CH3:2].[NH4+:18].[OH-], predict the reaction product. The product is: [CH3:15][O:14][C:11]1[CH:12]=[C:13]2[C:8](=[CH:9][CH:10]=1)[C:7](=[O:6])[NH:18][C:1]([CH3:2])=[CH:4]2.